This data is from Catalyst prediction with 721,799 reactions and 888 catalyst types from USPTO. The task is: Predict which catalyst facilitates the given reaction. (1) Reactant: [Br:1][C:2]1[CH:3]=[CH:4][C:5]([F:18])=[C:6]([CH:8]([OH:17])[C:9]([F:16])([F:15])[C:10](OCC)=[O:11])[CH:7]=1.[BH4-].[Na+]. Product: [Br:1][C:2]1[CH:3]=[CH:4][C:5]([F:18])=[C:6]([CH:8]([OH:17])[C:9]([F:16])([F:15])[CH2:10][OH:11])[CH:7]=1. The catalyst class is: 125. (2) Reactant: [S:1]([NH:5][C:6]1[CH:13]=[CH:12][CH:11]=[C:10]([O:14][CH2:15][CH2:16][CH3:17])[C:7]=1[C:8]#[N:9])(=[O:4])(=[O:3])[NH2:2].[OH-].[Na+]. The catalyst class is: 8. Product: [NH2:9][C:8]1[C:7]2[C:10]([O:14][CH2:15][CH2:16][CH3:17])=[CH:11][CH:12]=[CH:13][C:6]=2[NH:5][S:1](=[O:4])(=[O:3])[N:2]=1. (3) Reactant: [F:1][C:2]1[CH:3]=[C:4]([CH:7]=[CH:8][C:9]=1F)[C:5]#[N:6].[OH:11][CH:12]1[CH2:17][CH2:16][N:15]([C:18]([O:20][C:21]([CH3:24])([CH3:23])[CH3:22])=[O:19])[CH2:14][CH2:13]1.[H-].[Na+]. Product: [C:5]([C:4]1[CH:7]=[CH:8][C:9]([O:11][CH:12]2[CH2:13][CH2:14][N:15]([C:18]([O:20][C:21]([CH3:24])([CH3:23])[CH3:22])=[O:19])[CH2:16][CH2:17]2)=[C:2]([F:1])[CH:3]=1)#[N:6]. The catalyst class is: 1. (4) Reactant: [C:1]([O:5][C:6]([N:8]1[CH2:13][CH2:12][CH:11]([OH:14])[CH2:10][CH2:9]1)=[O:7])([CH3:4])([CH3:3])[CH3:2].[H-].[Na+].Cl[C:18]1[C:22]2[CH:23]=[CH:24][CH:25]=[CH:26][C:21]=2[O:20][N:19]=1. Product: [C:1]([O:5][C:6]([N:8]1[CH2:13][CH2:12][CH:11]([O:14][C:18]2[C:22]3[CH:23]=[CH:24][CH:25]=[CH:26][C:21]=3[O:20][N:19]=2)[CH2:10][CH2:9]1)=[O:7])([CH3:4])([CH3:2])[CH3:3]. The catalyst class is: 3.